Dataset: Full USPTO retrosynthesis dataset with 1.9M reactions from patents (1976-2016). Task: Predict the reactants needed to synthesize the given product. (1) Given the product [Si:1]([O:8][CH2:9][C:10]1[N:11]([CH3:26])[C:12]2[C:17]([CH:18]=1)=[CH:16][C:15]1[C:19](=[O:25])[CH2:20][CH2:21][CH2:22][CH:23]([CH3:24])[C:14]=1[CH:13]=2)([C:4]([CH3:6])([CH3:7])[CH3:5])([CH3:3])[CH3:2], predict the reactants needed to synthesize it. The reactants are: [Si:1]([O:8][CH2:9][C:10]1[N:11]([CH3:26])[C:12]2[C:17]([CH:18]=1)=[CH:16][C:15]1[C:19](=[O:25])[CH2:20][CH2:21][CH:22]=[C:23]([CH3:24])[C:14]=1[CH:13]=2)([C:4]([CH3:7])([CH3:6])[CH3:5])([CH3:3])[CH3:2]. (2) Given the product [NH2:1][C:4]1[CH:9]=[CH:8][CH:7]=[CH:6][C:5]=1[CH:10]1[CH2:11][CH2:12][N:13]([C:16](=[O:18])[CH3:17])[CH2:14][CH2:15]1, predict the reactants needed to synthesize it. The reactants are: [N+:1]([C:4]1[CH:9]=[CH:8][CH:7]=[CH:6][C:5]=1[C:10]1[CH2:11][CH2:12][N:13]([C:16](=[O:18])[CH3:17])[CH2:14][CH:15]=1)([O-])=O.C([O-])=O.[NH4+].